This data is from Reaction yield outcomes from USPTO patents with 853,638 reactions. The task is: Predict the reaction yield, written as a fraction of the theoretical maximum amount of product (1.0 means a 100% yield; for example, 0.34 means a 34% yield). The reactants are [OH:1][C:2]12[CH2:8][C:5]([NH:9]C(=O)OCC3C=CC=CC=3)([CH2:6][CH2:7]1)[CH2:4][CH2:3]2.CO.[H][H].[OH-].[NH4+].CO.C(Cl)[Cl:29]. The catalyst is [Pd].O. The product is [ClH:29].[NH2:9][C:5]12[CH2:8][C:2]([OH:1])([CH2:7][CH2:6]1)[CH2:3][CH2:4]2. The yield is 0.970.